Dataset: Forward reaction prediction with 1.9M reactions from USPTO patents (1976-2016). Task: Predict the product of the given reaction. (1) Given the reactants Cl.Cl.[C:3]([C:7]1[CH:12]=[CH:11][CH:10]=[CH:9][C:8]=1[N:13]1[CH2:18][CH2:17][NH:16][CH2:15][CH2:14]1)([CH3:6])([CH3:5])[CH3:4].[O:19]=[C:20]1[CH2:25][CH:24]([CH2:26][C:27](O)=[O:28])[CH2:23][C:22](=[O:30])[NH:21]1.Cl.C(N=C=NCCCN(C)C)C.O.ON1C2C=CC=CC=2N=N1, predict the reaction product. The product is: [C:3]([C:7]1[CH:12]=[CH:11][CH:10]=[CH:9][C:8]=1[N:13]1[CH2:18][CH2:17][N:16]([C:27](=[O:28])[CH2:26][CH:24]2[CH2:23][C:22](=[O:30])[NH:21][C:20](=[O:19])[CH2:25]2)[CH2:15][CH2:14]1)([CH3:6])([CH3:4])[CH3:5]. (2) Given the reactants COC(=O)C(NC1C=C(Cl)C=C(Cl)C=1OCC1C=CC=CC=1)=CC([O-])=O.C([O:34][C:35]([C:37]1[CH:46]=[C:45]([O:47]CC2C=CC=CC=2)[C:44]2[C:39](=[C:40]([O:61]CC3C=CC=CC=3)[C:41]([C:55]3[CH:60]=[CH:59][CH:58]=[CH:57][CH:56]=3)=[CH:42][CH:43]=2)[N:38]=1)=[O:36])C1C=CC=CC=1, predict the reaction product. The product is: [OH:47][C:45]1[C:44]2[C:39](=[C:40]([OH:61])[C:41]([C:55]3[CH:60]=[CH:59][CH:58]=[CH:57][CH:56]=3)=[CH:42][CH:43]=2)[N:38]=[C:37]([C:35]([OH:36])=[O:34])[CH:46]=1. (3) Given the reactants Cl[CH2:2][C:3]([NH:5][C:6]1[CH:11]=[CH:10][C:9]([N:12]2[C:16]([CH:17]3[CH2:19][CH2:18]3)=[CH:15][C:14]([C:20]([F:23])([F:22])[F:21])=[N:13]2)=[CH:8][CH:7]=1)=[O:4].[N:24]1[C:28]2[CH:29]=[CH:30][CH:31]=[CH:32][C:27]=2[NH:26][CH:25]=1.[H-].[Na+].O, predict the reaction product. The product is: [N:24]1([CH2:2][C:3]([NH:5][C:6]2[CH:11]=[CH:10][C:9]([N:12]3[C:16]([CH:17]4[CH2:19][CH2:18]4)=[CH:15][C:14]([C:20]([F:23])([F:22])[F:21])=[N:13]3)=[CH:8][CH:7]=2)=[O:4])[C:28]2[CH:29]=[CH:30][CH:31]=[CH:32][C:27]=2[N:26]=[CH:25]1. (4) Given the reactants FC(F)(F)C(O)=O.C(OC(=O)[NH:14][CH2:15][CH2:16][CH2:17][C:18]([C:20]1[CH:25]=[CH:24][CH:23]=[C:22]([O:26][CH3:27])[CH:21]=1)=O)(C)(C)C.[OH-].[Na+], predict the reaction product. The product is: [CH3:27][O:26][C:22]1[CH:21]=[C:20]([C:18]2[CH2:17][CH2:16][CH2:15][N:14]=2)[CH:25]=[CH:24][CH:23]=1. (5) Given the reactants [Na].Br[C:3]1[N:8]=[CH:7][C:6]([C:9]2([C:17]#[N:18])[CH2:14][CH2:13][C:12]([F:16])([F:15])[CH2:11][CH2:10]2)=[CH:5][CH:4]=1.[CH2:19]([OH:21])[CH3:20], predict the reaction product. The product is: [CH2:19]([O:21][C:3]1[N:8]=[CH:7][C:6]([C:9]2([C:17]#[N:18])[CH2:14][CH2:13][C:12]([F:16])([F:15])[CH2:11][CH2:10]2)=[CH:5][CH:4]=1)[CH3:20].